This data is from Full USPTO retrosynthesis dataset with 1.9M reactions from patents (1976-2016). The task is: Predict the reactants needed to synthesize the given product. (1) Given the product [CH3:1][C:2]1[CH:7]=[C:6]([C:8]2[CH:9]=[N:10][N:11]([CH3:13])[CH:12]=2)[CH:5]=[CH:4][C:3]=1[C:14]1[CH:15]=[N:16][CH:17]=[C:18]2[C:23]=1[N:22]=[C:21]([C:24]([NH2:25])=[O:26])[CH:20]=[CH:19]2, predict the reactants needed to synthesize it. The reactants are: [CH3:1][C:2]1[CH:7]=[C:6]([C:8]2[CH:9]=[N:10][N:11]([CH3:13])[CH:12]=2)[CH:5]=[CH:4][C:3]=1[C:14]1[CH:15]=[N:16][CH:17]=[C:18]2[C:23]=1[N:22]=[C:21]([C:24]#[N:25])[CH:20]=[CH:19]2.[OH:26]S(O)(=O)=O.C([O-])(O)=O.[Na+]. (2) Given the product [C:17]([O:11][C:10]([N:3]1[CH2:8][CH2:7][C:6](=[O:9])[CH2:5][CH2:4]1)=[O:13])([CH3:27])([CH3:18])[CH3:16], predict the reactants needed to synthesize it. The reactants are: O.Cl.[NH:3]1[CH2:8][CH2:7][C:6](=[O:9])[CH2:5][CH2:4]1.[C:10](=[O:13])([O-])[O-:11].[Na+].[Na+].[CH3:16][C:17](C)([CH3:27])[C:18](O[C:16](=O)[C:17](C)([CH3:27])[CH3:18])=O. (3) Given the product [CH:11]1([CH2:14][N:15]2[CH2:20][CH2:19][N:18]([C:21]([C@H:23]3[CH2:27][CH2:26][N:25]([C:7]4[CH:8]=[CH:9][C:4]([C:2](=[O:3])[CH3:1])=[CH:5][CH:6]=4)[CH2:24]3)=[O:22])[CH2:17][CH2:16]2)[CH2:12][CH2:13]1, predict the reactants needed to synthesize it. The reactants are: [CH3:1][C:2]([C:4]1[CH:9]=[CH:8][C:7](Br)=[CH:6][CH:5]=1)=[O:3].[CH:11]1([CH2:14][N:15]2[CH2:20][CH2:19][N:18]([C:21]([C@H:23]3[CH2:27][CH2:26][NH:25][CH2:24]3)=[O:22])[CH2:17][CH2:16]2)[CH2:13][CH2:12]1.